This data is from Peptide-MHC class II binding affinity with 134,281 pairs from IEDB. The task is: Regression. Given a peptide amino acid sequence and an MHC pseudo amino acid sequence, predict their binding affinity value. This is MHC class II binding data. (1) The peptide sequence is CIPSLEAAVKQAYAA. The MHC is DRB1_1001 with pseudo-sequence DRB1_1001. The binding affinity (normalized) is 0.333. (2) The peptide sequence is DKGIPFMKMNISVIMHHHHHH. The MHC is DRB4_0103 with pseudo-sequence DRB4_0103. The binding affinity (normalized) is 0.514. (3) The peptide sequence is INLIIHYVHRAGALG. The MHC is HLA-DQA10102-DQB10502 with pseudo-sequence HLA-DQA10102-DQB10502. The binding affinity (normalized) is 0.353.